From a dataset of Catalyst prediction with 721,799 reactions and 888 catalyst types from USPTO. Predict which catalyst facilitates the given reaction. (1) Reactant: [CH3:1][N:2]1[C:6]2=[N:7][C:8]([O:15][CH2:16][C:17]([OH:19])=O)=[CH:9][C:10]([C:11]([F:14])([F:13])[F:12])=[C:5]2[C:4]([C:20]2[CH:25]=[CH:24][CH:23]=[CH:22][CH:21]=2)=[N:3]1.[CH3:32][CH:31]([CH3:33])[N:30]=C=[N:30][CH:31]([CH3:33])[CH3:32].[CH:35]1[CH:36]=[CH:37][C:38]2N(O)N=N[C:39]=2[CH:40]=1. Product: [C@@H:31]1([NH:30][C:17](=[O:19])[CH2:16][O:15][C:8]2[N:7]=[C:6]3[N:2]([CH3:1])[N:3]=[C:4]([C:20]4[CH:21]=[CH:22][CH:23]=[CH:24][CH:25]=4)[C:5]3=[C:10]([C:11]([F:13])([F:14])[F:12])[CH:9]=2)[C:32]2[C:39](=[CH:40][CH:35]=[CH:36][CH:37]=2)[CH2:38][CH2:33]1. The catalyst class is: 3. (2) Reactant: Br[CH2:2][C:3]1[CH:8]=[CH:7][C:6]([CH2:9][N:10]2[CH:15]=[CH:14][CH:13]=[CH:12][C:11]2=[O:16])=[CH:5][CH:4]=1.[CH3:17][CH2:18]N(C(C)C)C(C)C.[Br:26][C:27]1[C:32]([CH2:33][NH:34][C:35]2[C:36]3[CH2:45][NH:44][CH2:43][C:37]=3[N:38]([C:40]([O-:42])=[O:41])[N:39]=2)=[C:31]([F:46])[C:30]([O:47][CH3:48])=[CH:29][CH:28]=1.O. Product: [Br:26][C:27]1[C:32]([CH2:33][NH:34][C:35]2[C:36]3[CH2:45][N:44]([CH2:2][C:3]4[CH:8]=[CH:7][C:6]([CH2:9][N:10]5[CH:15]=[CH:14][CH:13]=[CH:12][C:11]5=[O:16])=[CH:5][CH:4]=4)[CH2:43][C:37]=3[N:38]([C:40]([O:42][CH2:17][CH3:18])=[O:41])[N:39]=2)=[C:31]([F:46])[C:30]([O:47][CH3:48])=[CH:29][CH:28]=1. The catalyst class is: 9. (3) Reactant: [Cl:1][C:2]1[C:3]([C:12](=[O:14])[CH3:13])=[N:4][CH:5]=[C:6]([C:8]([F:11])([F:10])[F:9])[CH:7]=1.[Br-:15].[Br-].[Br-].C[N+](C)(C)C1C=CC=CC=1.C[N+](C1C=CC=CC=1)(C)C.C[N+](C1C=CC=CC=1)(C)C. Product: [Br:15][CH2:13][C:12]([C:3]1[C:2]([Cl:1])=[CH:7][C:6]([C:8]([F:11])([F:9])[F:10])=[CH:5][N:4]=1)=[O:14]. The catalyst class is: 7. (4) Reactant: [N:1]1[N:2]=[CH:3][N:4]([NH:6][C:7]2[CH:14]=[CH:13][C:10]([C:11]#[N:12])=[CH:9][CH:8]=2)[CH:5]=1.[Br:15][CH2:16][CH2:17]Br.C(OCC)(=O)C. Product: [Br:15][CH2:16][CH2:17][N:6]([N:4]1[CH:3]=[N:2][N:1]=[CH:5]1)[C:7]1[CH:8]=[CH:9][C:10]([C:11]#[N:12])=[CH:13][CH:14]=1. The catalyst class is: 16. (5) The catalyst class is: 3. Product: [CH3:1][O:2][C:3]1[CH:4]=[C:5]([NH2:10])[C:6]([NH:9][CH3:15])=[CH:7][CH:8]=1. Reactant: [CH3:1][O:2][C:3]1[CH:8]=[CH:7][C:6]([NH2:9])=[C:5]([N+:10]([O-])=O)[CH:4]=1.[H-].[Na+].[CH3:15]I. (6) Reactant: [H-].[H-].[H-].[H-].[Li+].[Al+3].C([O:9][C:10](=O)[CH2:11][C:12]1[C:16]2[CH:17]=[CH:18][CH:19]=[C:20]([O:21][CH3:22])[C:15]=2[O:14][CH:13]=1)C. Product: [CH3:22][O:21][C:20]1[C:15]2[O:14][CH:13]=[C:12]([CH2:11][CH2:10][OH:9])[C:16]=2[CH:17]=[CH:18][CH:19]=1. The catalyst class is: 1. (7) Reactant: [S:1]1[C:5]2[CH:6]=[CH:7][CH:8]=[CH:9][C:4]=2[N:3]=[C:2]1[O:10][C:11]1[CH:16]=[CH:15][C:14]([CH2:17][CH2:18]OS(C2C=CC(C)=CC=2)(=O)=O)=[CH:13][CH:12]=1.[CH3:30][N:31]1[C:35]2[CH:36]=[CH:37][CH:38]=[CH:39][C:34]=2[N:33]([CH:40]2[CH2:45][CH2:44][NH:43][CH2:42][CH2:41]2)[C:32]1=[O:46]. Product: [S:1]1[C:5]2[CH:6]=[CH:7][CH:8]=[CH:9][C:4]=2[N:3]=[C:2]1[O:10][C:11]1[CH:12]=[CH:13][C:14]([CH2:17][CH2:18][N:43]2[CH2:42][CH2:41][CH:40]([N:33]3[C:34]4[CH:39]=[CH:38][CH:37]=[CH:36][C:35]=4[N:31]([CH3:30])[C:32]3=[O:46])[CH2:45][CH2:44]2)=[CH:15][CH:16]=1. The catalyst class is: 23. (8) Reactant: [N:1]1[CH:6]=[CH:5][C:4]([C:7]2[CH:12]=[C:11]([C:13]3[CH:18]=[CH:17][N:16]=[C:15]([C:19]([F:22])([F:21])[F:20])[CH:14]=3)[CH:10]=[CH:9][C:8]=2[OH:23])=[CH:3][N:2]=1.C(=O)([O-])[O-].[K+].[K+].[Cl:30][C:31]1[C:32](F)=[CH:33][C:34]([F:57])=[C:35]([S:37]([N:40]([CH2:46][C:47]2[CH:52]=[CH:51][C:50]([O:53][CH3:54])=[CH:49][C:48]=2[O:55][CH3:56])[C:41]2[S:42][CH:43]=[N:44][N:45]=2)(=[O:39])=[O:38])[CH:36]=1. Product: [Cl:30][C:31]1[C:32]([O:23][C:8]2[CH:9]=[CH:10][C:11]([C:13]3[CH:18]=[CH:17][N:16]=[C:15]([C:19]([F:20])([F:21])[F:22])[CH:14]=3)=[CH:12][C:7]=2[C:4]2[CH:5]=[CH:6][N:1]=[N:2][CH:3]=2)=[CH:33][C:34]([F:57])=[C:35]([S:37]([N:40]([CH2:46][C:47]2[CH:52]=[CH:51][C:50]([O:53][CH3:54])=[CH:49][C:48]=2[O:55][CH3:56])[C:41]2[S:42][CH:43]=[N:44][N:45]=2)(=[O:38])=[O:39])[CH:36]=1. The catalyst class is: 16. (9) Reactant: [OH:1][C:2]1[CH:7]=[CH:6][CH:5]=[CH:4][C:3]=1[N:8]1[CH2:13][CH2:12][N:11]([CH2:14][CH2:15][C:16]([C:28]2[CH:33]=[CH:32][CH:31]=[CH:30][CH:29]=2)([C:22]2[CH:27]=[CH:26][CH:25]=[CH:24][CH:23]=2)[C:17]([N:19]([CH3:21])[CH3:20])=[O:18])[CH2:10][CH2:9]1.[C:34]([O:37][CH2:38][CH2:39]Br)(=[O:36])[CH3:35].C(=O)([O-])[O-].[K+].[K+].O. Product: [C:34]([O:37][CH2:38][CH2:39][O:1][C:2]1[CH:7]=[CH:6][CH:5]=[CH:4][C:3]=1[N:8]1[CH2:13][CH2:12][N:11]([CH2:14][CH2:15][C:16]([C:28]2[CH:29]=[CH:30][CH:31]=[CH:32][CH:33]=2)([C:22]2[CH:23]=[CH:24][CH:25]=[CH:26][CH:27]=2)[C:17]([N:19]([CH3:21])[CH3:20])=[O:18])[CH2:10][CH2:9]1)(=[O:36])[CH3:35]. The catalyst class is: 9.